Dataset: Full USPTO retrosynthesis dataset with 1.9M reactions from patents (1976-2016). Task: Predict the reactants needed to synthesize the given product. (1) Given the product [CH3:17][C:12]1[N:11]([C:8]2[CH:9]=[CH:10][C:5]([CH:3]3[CH2:2][O:4]3)=[CH:6][N:7]=2)[C:15]([CH3:16])=[CH:14][CH:13]=1, predict the reactants needed to synthesize it. The reactants are: Cl[CH2:2][C:3]([C:5]1[CH:6]=[N:7][C:8]([N:11]2[C:15]([CH3:16])=[CH:14][CH:13]=[C:12]2[CH3:17])=[CH:9][CH:10]=1)=[O:4].[BH4-].[Na+].[OH-].[Na+].CCCCC. (2) Given the product [ClH:32].[CH3:1][N:2]1[C:6]2=[N:7][C:8]([N:11]3[CH:16]=[CH:15][C:14]([C:17]4[CH:18]=[N:19][C:20]([C:23]([F:24])([F:25])[F:26])=[CH:21][CH:22]=4)=[CH:13][C:12]3=[O:27])=[CH:9][CH:10]=[C:5]2[C:4]2[CH2:28][NH:29][CH2:30][CH2:31][C:3]1=2, predict the reactants needed to synthesize it. The reactants are: [CH3:1][N:2]1[C:6]2=[N:7][C:8]([N:11]3[CH:16]=[CH:15][C:14]([C:17]4[CH:18]=[N:19][C:20]([C:23]([F:26])([F:25])[F:24])=[CH:21][CH:22]=4)=[CH:13][C:12]3=[O:27])=[CH:9][CH:10]=[C:5]2[C:4]2[CH2:28][NH:29][CH2:30][CH2:31][C:3]1=2.[ClH:32]. (3) Given the product [CH3:1][O:2][C:3]1[CH:4]=[C:5]([NH:9][C:10](=[O:27])[C:11]2[CH:16]=[CH:15][C:14]([CH3:17])=[C:13]([C:35]3[CH:49]=[CH:48][C:38]4[C:39]([CH:42]5[CH2:43][CH2:44][NH:45][CH2:46][CH2:47]5)=[N:40][O:41][C:37]=4[CH:36]=3)[CH:12]=2)[CH:6]=[CH:7][CH:8]=1, predict the reactants needed to synthesize it. The reactants are: [CH3:1][O:2][C:3]1[CH:4]=[C:5]([NH:9][C:10](=[O:27])[C:11]2[CH:16]=[CH:15][C:14]([CH3:17])=[C:13](B3OC(C)(C)C(C)(C)O3)[CH:12]=2)[CH:6]=[CH:7][CH:8]=1.C(=O)([O-])[O-].[Na+].[Na+].Br[C:35]1[CH:49]=[CH:48][C:38]2[C:39]([CH:42]3[CH2:47][CH2:46][NH:45][CH2:44][CH2:43]3)=[N:40][O:41][C:37]=2[CH:36]=1. (4) Given the product [O:1]=[C:2]1[N:8]([CH:9]2[CH2:14][CH2:13][N:12]([C:15]([O:17][C@H:18]([CH2:19][C:20]3[CH:25]=[C:24]([CH3:26])[C:23]([OH:27])=[C:22]([CH3:28])[CH:21]=3)[C:29]([N:46]3[CH2:47][CH2:48][CH:43]([CH:40]4[CH2:39][CH2:38][N:37]([CH3:36])[CH2:42][CH2:41]4)[CH2:44][CH2:45]3)=[O:30])=[O:16])[CH2:11][CH2:10]2)[CH2:7][CH2:6][C:5]2[CH:32]=[CH:33][CH:34]=[CH:35][C:4]=2[NH:3]1, predict the reactants needed to synthesize it. The reactants are: [O:1]=[C:2]1[N:8]([CH:9]2[CH2:14][CH2:13][N:12]([C:15]([O:17][C@@H:18]([C:29](O)=[O:30])[CH2:19][C:20]3[CH:25]=[C:24]([CH3:26])[C:23]([OH:27])=[C:22]([CH3:28])[CH:21]=3)=[O:16])[CH2:11][CH2:10]2)[CH2:7][CH2:6][C:5]2[CH:32]=[CH:33][CH:34]=[CH:35][C:4]=2[NH:3]1.[CH3:36][N:37]1[CH2:42][CH2:41][CH:40]([CH:43]2[CH2:48][CH2:47][NH:46][CH2:45][CH2:44]2)[CH2:39][CH2:38]1. (5) Given the product [CH3:4][C:5]1[O:9][C:8]([C:10]2[CH:11]=[CH:12][CH:13]=[CH:14][CH:15]=2)=[N:7][C:6]=1[CH2:16][O:17][C:18]1[CH:38]=[CH:37][C:21]([CH2:22][O:23]/[N:24]=[C:25](/[C:31]2[CH:36]=[CH:35][CH:34]=[CH:33][CH:32]=2)\[CH2:26][CH2:27][C:28]([O-:30])=[O:29])=[CH:20][CH:19]=1.[Li+:3], predict the reactants needed to synthesize it. The reactants are: O.[OH-].[Li+:3].[CH3:4][C:5]1[O:9][C:8]([C:10]2[CH:15]=[CH:14][CH:13]=[CH:12][CH:11]=2)=[N:7][C:6]=1[CH2:16][O:17][C:18]1[CH:38]=[CH:37][C:21]([CH2:22][O:23]/[N:24]=[C:25](/[C:31]2[CH:36]=[CH:35][CH:34]=[CH:33][CH:32]=2)\[CH2:26][CH2:27][C:28]([OH:30])=[O:29])=[CH:20][CH:19]=1. (6) Given the product [Br:19][C:17]1[CH:18]=[C:2]([NH:28][C:27]2[C:22]([CH2:20][CH3:21])=[N:23][CH:24]=[CH:25][CH:26]=2)[CH:3]=[C:4]([O:5][Si:6]([CH:13]([CH3:15])[CH3:14])([CH:10]([CH3:12])[CH3:11])[CH:7]([CH3:9])[CH3:8])[CH:16]=1, predict the reactants needed to synthesize it. The reactants are: Br[C:2]1[CH:3]=[C:4]([CH:16]=[C:17]([Br:19])[CH:18]=1)[O:5][Si:6]([CH:13]([CH3:15])[CH3:14])([CH:10]([CH3:12])[CH3:11])[CH:7]([CH3:9])[CH3:8].[CH2:20]([C:22]1[C:27]([NH2:28])=[CH:26][CH:25]=[CH:24][N:23]=1)[CH3:21]. (7) Given the product [OH:17][C:23]1[CH:22]=[C:21]([C@H:9]([CH3:1])[C:10]([O:12][CH2:13][CH3:14])=[O:11])[CH:26]=[CH:25][CH:24]=1, predict the reactants needed to synthesize it. The reactants are: [C:1]([CH2:9][C:10]([O:12][CH2:13][CH3:14])=[O:11])(=O)C1C=CC=CC=1.C([OH:17])C.Cl.[H][H].[CH3:21][CH2:22][CH2:23][CH2:24][CH2:25][CH3:26].C(O)(C)C. (8) Given the product [Br:1][C:2]1[CH:7]=[CH:6][C:5]([C:8]2[NH:9][CH:10]=[C:11]([C:13]([N:24]=[C:22]([NH:21][NH:20][CH:17]([CH3:19])[CH3:18])[CH3:23])=[O:15])[N:12]=2)=[C:4]([F:16])[CH:3]=1, predict the reactants needed to synthesize it. The reactants are: [Br:1][C:2]1[CH:7]=[CH:6][C:5]([C:8]2[NH:9][CH:10]=[C:11]([C:13]([OH:15])=O)[N:12]=2)=[C:4]([F:16])[CH:3]=1.[CH:17]([NH:20][N:21]=[C:22]([NH2:24])[CH3:23])([CH3:19])[CH3:18].CN(C(ON1N=NC2C=CC=CC1=2)=[N+](C)C)C.F[P-](F)(F)(F)(F)F.